This data is from NCI-60 drug combinations with 297,098 pairs across 59 cell lines. The task is: Regression. Given two drug SMILES strings and cell line genomic features, predict the synergy score measuring deviation from expected non-interaction effect. (1) Drug 1: CN(C)C1=NC(=NC(=N1)N(C)C)N(C)C. Drug 2: C1=NC2=C(N=C(N=C2N1C3C(C(C(O3)CO)O)O)F)N. Cell line: HS 578T. Synergy scores: CSS=-7.90, Synergy_ZIP=2.25, Synergy_Bliss=-1.91, Synergy_Loewe=-10.3, Synergy_HSA=-9.06. (2) Drug 2: CCC(=C(C1=CC=CC=C1)C2=CC=C(C=C2)OCCN(C)C)C3=CC=CC=C3.C(C(=O)O)C(CC(=O)O)(C(=O)O)O. Synergy scores: CSS=5.52, Synergy_ZIP=2.52, Synergy_Bliss=4.21, Synergy_Loewe=-3.64, Synergy_HSA=0.270. Cell line: HCC-2998. Drug 1: CC12CCC(CC1=CCC3C2CCC4(C3CC=C4C5=CN=CC=C5)C)O. (3) Drug 1: C1=CC(=CC=C1CC(C(=O)O)N)N(CCCl)CCCl.Cl. Drug 2: CC=C1C(=O)NC(C(=O)OC2CC(=O)NC(C(=O)NC(CSSCCC=C2)C(=O)N1)C(C)C)C(C)C. Cell line: RXF 393. Synergy scores: CSS=63.5, Synergy_ZIP=0.668, Synergy_Bliss=3.94, Synergy_Loewe=-53.5, Synergy_HSA=4.18. (4) Drug 1: CCCS(=O)(=O)NC1=C(C(=C(C=C1)F)C(=O)C2=CNC3=C2C=C(C=N3)C4=CC=C(C=C4)Cl)F. Drug 2: COC1=C2C(=CC3=C1OC=C3)C=CC(=O)O2. Cell line: SF-539. Synergy scores: CSS=3.94, Synergy_ZIP=4.76, Synergy_Bliss=12.8, Synergy_Loewe=1.81, Synergy_HSA=2.74. (5) Drug 1: C1=C(C(=O)NC(=O)N1)F. Drug 2: C1C(C(OC1N2C=C(C(=O)NC2=O)F)CO)O. Cell line: T-47D. Synergy scores: CSS=32.9, Synergy_ZIP=-1.96, Synergy_Bliss=-4.80, Synergy_Loewe=-4.60, Synergy_HSA=-4.19. (6) Drug 1: CN(C)N=NC1=C(NC=N1)C(=O)N. Drug 2: CN1C(=O)N2C=NC(=C2N=N1)C(=O)N. Cell line: UACC-257. Synergy scores: CSS=-3.37, Synergy_ZIP=6.53, Synergy_Bliss=9.61, Synergy_Loewe=4.55, Synergy_HSA=3.11.